This data is from Full USPTO retrosynthesis dataset with 1.9M reactions from patents (1976-2016). The task is: Predict the reactants needed to synthesize the given product. (1) The reactants are: C(=O)(O)[O-].[Na+].[N+:6]([C:9]1[CH:14]=[CH:13][C:12]([CH:15]2[O:19][CH2:18][CH2:17][O:16]2)=[CH:11][CH:10]=1)([O-])=O. Given the product [O:16]1[CH2:17][CH2:18][O:19][CH:15]1[C:12]1[CH:13]=[CH:14][C:9]([NH2:6])=[CH:10][CH:11]=1, predict the reactants needed to synthesize it. (2) Given the product [CH:7]([C:2]1[NH:3][CH:4]=[N:5][CH:6]=1)=[CH:11][C:10]1[CH:13]=[CH:17][CH:15]=[CH:16][CH:12]=1, predict the reactants needed to synthesize it. The reactants are: Br[C:2]1[N:3]=[CH:4][NH:5][CH:6]=1.[CH2:7](Cl)Cl.[C:10](N)([CH3:13])([CH3:12])[CH3:11].[CH:15](O)([CH3:17])[CH3:16].O. (3) Given the product [OH:13][C:14]1[CH:15]=[C:16]([CH:20]=[CH:21][CH:22]=1)[C:17]([O:19][C:24]1[C:33]2[C:28](=[CH:29][CH:30]=[CH:31][CH:32]=2)[C:27]([O:11][C:1](=[O:12])[C:2]2[CH:3]=[C:4]([OH:5])[C:6]([OH:7])=[C:8]([OH:9])[CH:10]=2)=[CH:26][C:25]=1[C:35]([O:37][CH3:38])=[O:36])=[O:18], predict the reactants needed to synthesize it. The reactants are: [C:1]([OH:12])(=[O:11])[C:2]1[CH:10]=[C:8]([OH:9])[C:6]([OH:7])=[C:4]([OH:5])[CH:3]=1.[OH:13][C:14]1[CH:15]=[C:16]([CH:20]=[CH:21][CH:22]=1)[C:17]([OH:19])=[O:18].O[C:24]1[C:33]2[C:28](=[CH:29][CH:30]=[CH:31][CH:32]=2)[C:27](O)=[CH:26][C:25]=1[C:35]([O:37][CH3:38])=[O:36]. (4) Given the product [C:2]([C:7]1[O:11][C:10]([CH2:12][N:13]2[CH:17]=[CH:16][C:15]([NH:18][C:31]([C:27]3[N:28]=[CH:29][S:30][C:26]=3[C:21]3[CH:22]=[CH:23][CH:24]=[CH:25][C:20]=3[F:19])=[O:32])=[N:14]2)=[CH:9][CH:8]=1)(=[O:6])[CH3:1], predict the reactants needed to synthesize it. The reactants are: [CH3:1][C:2]1([C:7]2[O:11][C:10]([CH2:12][N:13]3[CH:17]=[CH:16][C:15]([NH2:18])=[N:14]3)=[CH:9][CH:8]=2)[O:6]CCO1.[F:19][C:20]1[CH:25]=[CH:24][CH:23]=[CH:22][C:21]=1[C:26]1[S:30][CH:29]=[N:28][C:27]=1[C:31](O)=[O:32]. (5) The reactants are: Cl.[Cl:2][C:3]1[CH:4]=[C:5]([C:9]2([CH2:14][C:15]([NH2:17])=[NH:16])[CH2:13][CH2:12][CH2:11][CH2:10]2)[CH:6]=[CH:7][CH:8]=1.[C:18]([O:22][C:23]([C:25]1[C:30]([O:31][CH2:32][C:33]2[CH:38]=[CH:37][CH:36]=[CH:35][CH:34]=2)=[C:29]([OH:39])N=C(CC2(C3C=CC(C(F)(F)F)=CC=3)CCCC2)N=1)=[O:24])([CH3:21])([CH3:20])[CH3:19]. Given the product [CH2:32]([O:31][C:30]1[C:25]([C:23]([O:22][C:18]([CH3:21])([CH3:20])[CH3:19])=[O:24])=[N:16][C:15]([CH2:14][C:9]2([C:5]3[CH:6]=[CH:7][CH:8]=[C:3]([Cl:2])[CH:4]=3)[CH2:13][CH2:12][CH2:11][CH2:10]2)=[N:17][C:29]=1[OH:39])[C:33]1[CH:38]=[CH:37][CH:36]=[CH:35][CH:34]=1, predict the reactants needed to synthesize it. (6) Given the product [O:52]1[CH2:56][CH2:55][CH:54]([CH2:57][NH:58][C:15]([C:12]2[CH:11]=[C:10]([CH2:9][O:8][CH2:7][C:6]3[CH:18]=[CH:19][CH:20]=[C:4]([S:3][C:2]([F:1])([F:22])[F:21])[CH:5]=3)[O:14][N:13]=2)=[O:17])[CH2:53]1, predict the reactants needed to synthesize it. The reactants are: [F:1][C:2]([F:22])([F:21])[S:3][C:4]1[CH:5]=[C:6]([CH:18]=[CH:19][CH:20]=1)[CH2:7][O:8][CH2:9][C:10]1[O:14][N:13]=[C:12]([C:15]([OH:17])=O)[CH:11]=1.C(N(CC)CC)C.Cl.C(N=C=NCCCN(C)C)C.ON1C2C=CC=CC=2N=N1.[O:52]1[CH2:56][CH2:55][CH:54]([CH2:57][NH2:58])[CH2:53]1.